Dataset: Catalyst prediction with 721,799 reactions and 888 catalyst types from USPTO. Task: Predict which catalyst facilitates the given reaction. Reactant: [F:1][C:2]([F:11])([F:10])[CH2:3][CH2:4][CH:5]([C:8]#[N:9])[C:6]#[N:7].[CH:12]1([CH2:15]Br)[CH2:14][CH2:13]1.C(=O)([O-])[O-].[K+].[K+].Cl. Product: [CH:12]1([CH2:15][C:5]([CH2:4][CH2:3][C:2]([F:10])([F:11])[F:1])([C:8]#[N:9])[C:6]#[N:7])[CH2:14][CH2:13]1. The catalyst class is: 16.